From a dataset of Peptide-MHC class II binding affinity with 134,281 pairs from IEDB. Regression. Given a peptide amino acid sequence and an MHC pseudo amino acid sequence, predict their binding affinity value. This is MHC class II binding data. (1) The peptide sequence is SKAYANMWSLMYFHK. The MHC is HLA-DQA10501-DQB10303 with pseudo-sequence HLA-DQA10501-DQB10303. The binding affinity (normalized) is 0.208. (2) The binding affinity (normalized) is 0. The MHC is DRB3_0202 with pseudo-sequence DRB3_0202. The peptide sequence is MKRPSREKQDKKIFTE. (3) The peptide sequence is GKATLECQVQTAVDFKK. The MHC is DRB3_0202 with pseudo-sequence DRB3_0202. The binding affinity (normalized) is 0.256. (4) The peptide sequence is EKKYFAATQFEFLAA. The MHC is HLA-DPA10201-DPB10101 with pseudo-sequence HLA-DPA10201-DPB10101. The binding affinity (normalized) is 0.974. (5) The peptide sequence is PSPIGYLGLLSQRTR. The MHC is DRB1_0401 with pseudo-sequence DRB1_0401. The binding affinity (normalized) is 0.763. (6) The peptide sequence is KGSDPKKLVL. The MHC is DRB1_0301 with pseudo-sequence DRB1_0301. The binding affinity (normalized) is 0.0949. (7) The peptide sequence is MAEMKTDAATLAQEA. The MHC is DRB1_1101 with pseudo-sequence DRB1_1101. The binding affinity (normalized) is 0.411.